This data is from Peptide-MHC class II binding affinity with 134,281 pairs from IEDB. The task is: Regression. Given a peptide amino acid sequence and an MHC pseudo amino acid sequence, predict their binding affinity value. This is MHC class II binding data. (1) The peptide sequence is EDTNIYNSNEAFKVE. The MHC is HLA-DPA10201-DPB10101 with pseudo-sequence HLA-DPA10201-DPB10101. The binding affinity (normalized) is 0.167. (2) The peptide sequence is VNYWFAPGAAAAPLS. The MHC is DRB3_0202 with pseudo-sequence DRB3_0202. The binding affinity (normalized) is 0.0394.